From a dataset of Forward reaction prediction with 1.9M reactions from USPTO patents (1976-2016). Predict the product of the given reaction. Given the reactants [Br:1][C:2]1[S:3][C:4]([CH2:8][OH:9])=[C:5]([CH3:7])[N:6]=1.C(N(CC)CC)C.[CH3:17][S:18](Cl)(=[O:20])=[O:19].O, predict the reaction product. The product is: [Br:1][C:2]1[S:3][C:4]([CH2:8][O:9][S:18]([CH3:17])(=[O:20])=[O:19])=[C:5]([CH3:7])[N:6]=1.